This data is from Full USPTO retrosynthesis dataset with 1.9M reactions from patents (1976-2016). The task is: Predict the reactants needed to synthesize the given product. Given the product [Br:12][C:13]1[CH:14]=[C:15]([CH:3]([N:7]2[CH2:11][CH2:10][CH2:9][CH2:8]2)[C:2]([O:6][CH3:22])=[O:5])[CH:16]=[CH:17][CH:18]=1, predict the reactants needed to synthesize it. The reactants are: O.[C:2]([OH:6])(=[O:5])[CH:3]=O.[NH:7]1[CH2:11][CH2:10][CH2:9][CH2:8]1.[Br:12][C:13]1[CH:14]=[C:15](B(O)O)[CH:16]=[CH:17][CH:18]=1.[C:22](#N)C.